Dataset: Full USPTO retrosynthesis dataset with 1.9M reactions from patents (1976-2016). Task: Predict the reactants needed to synthesize the given product. (1) Given the product [NH2:23][C:7]1[N:6]=[C:5]([O:4][CH2:3][C:2]([CH3:1])([CH3:27])[CH2:24][CH2:25][CH3:26])[N:13]=[C:12]2[C:8]=1[NH:9][C:10](=[O:21])[N:11]2[CH2:14][CH:15]1[CH2:16][CH2:17][O:18][CH2:19][CH2:20]1, predict the reactants needed to synthesize it. The reactants are: [CH3:1][C:2]([CH3:27])([CH2:24][CH2:25][CH3:26])[CH2:3][O:4][C:5]1[N:13]=[C:12]2[C:8]([N:9]=[C:10]([O:21]C)[N:11]2[CH2:14][CH:15]2[CH2:20][CH2:19][O:18][CH2:17][CH2:16]2)=[C:7]([NH2:23])[N:6]=1.Cl.[OH-].[Na+]. (2) Given the product [N:53]1[CH:58]=[CH:57][CH:56]=[CH:55][C:54]=1[N:59]([CH2:60][CH2:61][C:62]([O:64][CH3:65])=[O:63])[C:11]([C:7]1[N:6]=[C:5]2[N:4]=[C:3]([CH2:14][O:15][C:16]3[CH:17]=[CH:18][C:19]([C:22]#[N:23])=[CH:20][CH:21]=3)[N:2]([CH3:1])[C:10]2=[CH:9][CH:8]=1)=[O:12], predict the reactants needed to synthesize it. The reactants are: [CH3:1][N:2]1[C:10]2[C:5](=[N:6][C:7]([C:11](O)=[O:12])=[CH:8][CH:9]=2)[N:4]=[C:3]1[CH2:14][O:15][C:16]1[CH:21]=[CH:20][C:19]([C:22]#[N:23])=[CH:18][CH:17]=1.CN1CCOCC1.F[B-](F)(F)F.N1(OC(N(C)C)=[N+](C)C)C2C=CC=CC=2N=N1.[N:53]1[CH:58]=[CH:57][CH:56]=[CH:55][C:54]=1[NH:59][CH2:60][CH2:61][C:62]([O:64][CH3:65])=[O:63]. (3) The reactants are: Br[C:2]1[CH:3]=[CH:4][C:5]2[NH:6][C:7]3[C:12]([C:13]=2[CH:14]=1)=[CH:11][CH:10]=[CH:9][CH:8]=3.[CH:15]1[C:23]2[C:22]3[CH:24]=[CH:25][CH:26]=[CH:27][C:21]=3[O:20][C:19]=2[C:18](B(O)O)=[CH:17][CH:16]=1.C1(C)C=CC=CC=1P(C1C=CC=CC=1C)C1C=CC=CC=1C.C(=O)([O-])[O-].[K+].[K+]. Given the product [CH:15]1[C:23]2[C:22]3[CH:24]=[CH:25][CH:26]=[CH:27][C:21]=3[O:20][C:19]=2[C:18]([C:2]2[CH:3]=[CH:4][C:5]3[NH:6][C:7]4[C:12]([C:13]=3[CH:14]=2)=[CH:11][CH:10]=[CH:9][CH:8]=4)=[CH:17][CH:16]=1, predict the reactants needed to synthesize it.